This data is from Reaction yield outcomes from USPTO patents with 853,638 reactions. The task is: Predict the reaction yield, written as a fraction of the theoretical maximum amount of product (1.0 means a 100% yield; for example, 0.34 means a 34% yield). (1) The reactants are [OH:1][C@@:2]1([C:9]#[C:10][C:11]2[CH:12]=[C:13]([C:17]3[N:26]=[C:25]([C:27]([O:29]CC)=O)[C:24]4[CH2:23][C:22]([CH3:33])([CH3:32])[CH2:21][CH2:20][C:19]=4[N:18]=3)[CH:14]=[CH:15][CH:16]=2)[CH2:6][CH2:5][N:4]([CH3:7])[C:3]1=[O:8].[NH3:34]. The catalyst is CO. The product is [OH:1][C@@:2]1([C:9]#[C:10][C:11]2[CH:12]=[C:13]([C:17]3[N:26]=[C:25]([C:27]([NH2:34])=[O:29])[C:24]4[CH2:23][C:22]([CH3:32])([CH3:33])[CH2:21][CH2:20][C:19]=4[N:18]=3)[CH:14]=[CH:15][CH:16]=2)[CH2:6][CH2:5][N:4]([CH3:7])[C:3]1=[O:8]. The yield is 0.190. (2) The reactants are [CH3:1][O:2][C:3]1[CH:8]=[CH:7][C:6]([C@@H:9]([CH3:25])[C:10](N2[C@@H](CC3C=CC=CC=3)COC2=O)=[O:11])=[CH:5][CH:4]=1.[OH-:26].[Li+].OO. The catalyst is C1COCC1. The product is [CH3:1][O:2][C:3]1[CH:4]=[CH:5][C:6]([C@@H:9]([CH3:25])[C:10]([OH:11])=[O:26])=[CH:7][CH:8]=1. The yield is 0.760.